This data is from Reaction yield outcomes from USPTO patents with 853,638 reactions. The task is: Predict the reaction yield, written as a fraction of the theoretical maximum amount of product (1.0 means a 100% yield; for example, 0.34 means a 34% yield). The reactants are [Li+].CC([N-]C(C)C)C.[F:9][C:10]1[CH:15]=[CH:14][CH:13]=[C:12]([C:16]2[CH:21]=[CH:20][CH:19]=[CH:18][CH:17]=2)[N:11]=1.[C:22](=[O:24])=[O:23].Cl. The catalyst is C1COCC1. The product is [F:9][C:10]1[C:15]([C:22]([OH:24])=[O:23])=[CH:14][CH:13]=[C:12]([C:16]2[CH:17]=[CH:18][CH:19]=[CH:20][CH:21]=2)[N:11]=1. The yield is 0.650.